Dataset: Forward reaction prediction with 1.9M reactions from USPTO patents (1976-2016). Task: Predict the product of the given reaction. Given the reactants Br[C:2]1[CH:3]=[C:4]([C:14]([O:16][CH2:17][CH3:18])=[O:15])[S:5][C:6]=1[C:7]1[CH:12]=[CH:11][CH:10]=[C:9]([Cl:13])[CH:8]=1.[C:19]([C:21]1[CH:22]=[C:23](B(O)O)[CH:24]=[CH:25][CH:26]=1)#[N:20].C(=O)([O-])[O-].[Cs+].[Cs+].C1(P(C2CCCCC2)C2C=CC=CC=2C2C(C(C)C)=CC(C(C)C)=CC=2C(C)C)CCCCC1, predict the reaction product. The product is: [Cl:13][C:9]1[CH:8]=[C:7]([C:6]2[S:5][C:4]([C:14]([O:16][CH2:17][CH3:18])=[O:15])=[CH:3][C:2]=2[C:25]2[CH:24]=[CH:23][CH:22]=[C:21]([C:19]#[N:20])[CH:26]=2)[CH:12]=[CH:11][CH:10]=1.